Dataset: HIV replication inhibition screening data with 41,000+ compounds from the AIDS Antiviral Screen. Task: Binary Classification. Given a drug SMILES string, predict its activity (active/inactive) in a high-throughput screening assay against a specified biological target. (1) The compound is O=[N+]([O-])C=Cc1cn(CCCCCn2cc(C=C[N+](=O)[O-])c3ccccc32)c2ccccc12. The result is 0 (inactive). (2) The molecule is Nc1ccc(C(=O)NC(=Cc2cccc([N+](=O)[O-])c2)c2nc3ccc(Cl)cc3[nH]2)cc1. The result is 0 (inactive). (3) The drug is Cc1ccc(S(=O)(=O)[O-])cc1.O[Ru+2]123(O)(O)(O)C4=C1CCC2=C3CC4. The result is 0 (inactive). (4) The drug is Cc1cc(OC(=O)c2c(C)cc(OC(=O)c3c(C)cc(O)cc3O)cc2O)cc(O)c1C(=O)O. The result is 0 (inactive). (5) The drug is CCOC(=O)C1Cc2c(O)nc(O)nc2OC1(C)c1ccccc1. The result is 0 (inactive). (6) The compound is O=[N+]([O-])c1ccc(S(=O)(=O)c2ccc([N+](=O)[O-])cc2)cc1. The result is 0 (inactive). (7) The compound is CCOP(=S)(OCC)Oc1cc(C)nc(C(C)C)n1. The result is 0 (inactive).